From a dataset of Forward reaction prediction with 1.9M reactions from USPTO patents (1976-2016). Predict the product of the given reaction. (1) The product is: [Cl:1][C:14]1[C:15]2[C:20](=[CH:19][CH:18]=[CH:17][CH:16]=2)[CH:21]=[CH:22][C:13]=1[O:12][P:11](=[N:2][C@@H:3]([CH3:10])[C:4]([O:6][CH:7]([CH3:9])[CH3:8])=[O:5])=[O:23]. Given the reactants [ClH:1].[NH2:2][C@@H:3]([CH3:10])[C:4]([O:6][CH:7]([CH3:9])[CH3:8])=[O:5].[P:11](Cl)(Cl)(=[O:23])[O:12][C:13]1[CH:22]=[CH:21][C:20]2[C:15](=[CH:16][CH:17]=[CH:18][CH:19]=2)[CH:14]=1.C(N(CC)CC)C, predict the reaction product. (2) The product is: [CH3:1][CH:2]([S:25]([NH2:28])(=[O:27])=[O:26])[CH2:3][CH2:4][CH2:5][N:6]1[C:18]2[C:17]3[CH:16]=[CH:15][C:14]([C:35]4[CH:36]=[N:37][CH:38]=[CH:39][CH:40]=4)=[CH:13][C:12]=3[N:11]=[C:10]([NH2:20])[C:9]=2[N:8]=[C:7]1[CH2:21][O:22][CH2:23][CH3:24]. Given the reactants [CH3:1][CH:2]([S:25]([NH2:28])(=[O:27])=[O:26])[CH2:3][CH2:4][CH2:5][N:6]1[C:18]2[C:17]3[CH:16]=[CH:15][C:14](Br)=[CH:13][C:12]=3[N:11]=[C:10]([NH2:20])[C:9]=2[N:8]=[C:7]1[CH2:21][O:22][CH2:23][CH3:24].B1([C:35]2[CH:40]=[CH:39][CH:38]=[N:37][CH:36]=2)OCCCO1.C1(P(C2C=CC=CC=2)C2C=CC=CC=2)C=CC=CC=1, predict the reaction product. (3) Given the reactants Cl[C:2]1[CH:11]=[CH:10][C:9]2[C:4](=[CH:5][CH:6]=[C:7](Cl)[CH:8]=2)[N:3]=1.[O:13]([CH2:20][CH2:21][NH2:22])[C:14]1[CH:19]=[CH:18][CH:17]=[CH:16][CH:15]=1.[CH2:23]([NH2:25])[CH3:24], predict the reaction product. The product is: [CH2:23]([NH:25][C:7]1[CH:8]=[C:9]2[C:4](=[CH:5][CH:6]=1)[N:3]=[C:2]([NH:22][CH2:21][CH2:20][O:13][C:14]1[CH:19]=[CH:18][CH:17]=[CH:16][CH:15]=1)[CH:11]=[CH:10]2)[CH3:24]. (4) Given the reactants [NH2:1][C:2]1[C:6]([C:7]([O:9][CH2:10][CH3:11])=[O:8])=[CH:5][NH:4][N:3]=1.Br[C:13]1[S:17][C:16]([C:18]([F:21])([F:20])[F:19])=[N:15][CH:14]=1.N1CCC[C@H]1C(O)=O.C([O-])([O-])=O.[K+].[K+], predict the reaction product. The product is: [NH2:1][C:2]1[C:6]([C:7]([O:9][CH2:10][CH3:11])=[O:8])=[CH:5][N:4]([C:13]2[S:17][C:16]([C:18]([F:21])([F:20])[F:19])=[N:15][CH:14]=2)[N:3]=1. (5) The product is: [Cl:1][C:2]1[C:3]([F:11])=[C:4]([CH2:8][CH2:9][NH2:10])[CH:5]=[CH:6][CH:7]=1. Given the reactants [Cl:1][C:2]1[C:3]([F:11])=[C:4]([CH2:8][C:9]#[N:10])[CH:5]=[CH:6][CH:7]=1.B.CO, predict the reaction product. (6) Given the reactants [Cl:1][C:2]1[CH:7]=[CH:6][C:5]([S:8]([N:11]([C@H:19]([CH2:23][CH:24]([CH3:26])[CH3:25])[C:20]([NH2:22])=[O:21])[CH2:12][CH:13]2[CH2:18][CH2:17][NH:16][CH2:15][CH2:14]2)(=[O:10])=[O:9])=[CH:4][CH:3]=1.CCN(CC)CC.Cl.[C:35](Cl)(=[O:42])[C:36]1[CH:41]=[CH:40][N:39]=[CH:38][CH:37]=1.C([O-])(O)=O.[Na+], predict the reaction product. The product is: [Cl:1][C:2]1[CH:7]=[CH:6][C:5]([S:8]([N:11]([C@H:19]([CH2:23][CH:24]([CH3:26])[CH3:25])[C:20]([NH2:22])=[O:21])[CH2:12][CH:13]2[CH2:14][CH2:15][N:16]([C:35]([C:36]3[CH:41]=[CH:40][N:39]=[CH:38][CH:37]=3)=[O:42])[CH2:17][CH2:18]2)(=[O:9])=[O:10])=[CH:4][CH:3]=1. (7) The product is: [CH2:1]([O:3][N:4]=[C:5]([C:7]1[CH:8]=[CH:9][C:10]([S:13]([N:16]([CH3:27])[CH2:17][C:18]2[CH:23]=[CH:22][N:21]=[CH:20][CH:19]=2)(=[O:15])=[O:14])=[CH:11][CH:12]=1)[CH3:6])[CH3:2]. Given the reactants [CH2:1]([O:3][N:4]=[C:5]([C:7]1[CH:12]=[CH:11][C:10]([S:13]([NH:16][CH2:17][C:18]2[CH:23]=[CH:22][N:21]=[CH:20][CH:19]=2)(=[O:15])=[O:14])=[CH:9][CH:8]=1)[CH3:6])[CH3:2].[H-].[Na+].I[CH3:27].O, predict the reaction product. (8) Given the reactants [I:1][C:2]1[CH:51]=[CH:50][C:5]([O:6][CH:7]([CH2:29][O:30]C(C2C=CC=CC=2)(C2C=CC=CC=2)C2C=CC=CC=2)[CH2:8][O:9]C(C2C=CC=CC=2)(C2C=CC=CC=2)C2C=CC=CC=2)=[CH:4][CH:3]=1.FC(F)(F)C(O)=O.FC(F)(F)C(OC(=O)C(F)(F)F)=O.C(N(CC)CC)C, predict the reaction product. The product is: [I:1][C:2]1[CH:3]=[CH:4][C:5]([O:6][CH:7]([CH2:29][OH:30])[CH2:8][OH:9])=[CH:50][CH:51]=1. (9) Given the reactants [H-].[Na+].[OH:3][CH2:4][CH2:5][CH:6]1[CH2:11][CH2:10][N:9]([C:12]([O:14][C:15]([CH3:18])([CH3:17])[CH3:16])=[O:13])[CH2:8][CH2:7]1.F[C:20]1[CH:25]=[CH:24][C:23]([N+:26]([O-:28])=[O:27])=[CH:22][C:21]=1[I:29], predict the reaction product. The product is: [I:29][C:21]1[CH:22]=[C:23]([N+:26]([O-:28])=[O:27])[CH:24]=[CH:25][C:20]=1[O:3][CH2:4][CH2:5][CH:6]1[CH2:7][CH2:8][N:9]([C:12]([O:14][C:15]([CH3:18])([CH3:17])[CH3:16])=[O:13])[CH2:10][CH2:11]1.